The task is: Predict the reaction yield, written as a fraction of the theoretical maximum amount of product (1.0 means a 100% yield; for example, 0.34 means a 34% yield).. This data is from Reaction yield outcomes from USPTO patents with 853,638 reactions. (1) The reactants are Cl.Cl.[CH:3]([N:16]1[CH2:21][C@@H:20]2[CH2:22][C@H:17]1[CH2:18][NH:19]2)([C:10]1[CH:15]=[CH:14][CH:13]=[CH:12][CH:11]=1)[C:4]1[CH:9]=[CH:8][CH:7]=[CH:6][CH:5]=1.CS([C:27]1[N:32]=[CH:31][C:30]([C:33]([O:35][CH2:36][CH3:37])=[O:34])=[CH:29][N:28]=1)(=O)=O.C(=O)([O-])[O-].[K+].[K+]. The catalyst is COCCOC. The product is [CH:3]([N:16]1[CH2:21][C@@H:20]2[CH2:22][C@H:17]1[CH2:18][N:19]2[C:27]1[N:28]=[CH:29][C:30]([C:33]([O:35][CH2:36][CH3:37])=[O:34])=[CH:31][N:32]=1)([C:10]1[CH:15]=[CH:14][CH:13]=[CH:12][CH:11]=1)[C:4]1[CH:5]=[CH:6][CH:7]=[CH:8][CH:9]=1. The yield is 0.640. (2) The reactants are [OH-].[Li+].[Br:3][C:4]1[N:5]([C:18]2[C:27]3[C:22](=[CH:23][CH:24]=[CH:25][CH:26]=3)[C:21]([CH:28]3[CH2:30][CH2:29]3)=[CH:20][CH:19]=2)[C:6]([S:9][C:10]([CH3:17])([CH3:16])[C:11]([O:13]CC)=[O:12])=[N:7][N:8]=1. The catalyst is C1COCC1.CO. The product is [Br:3][C:4]1[N:5]([C:18]2[C:27]3[C:22](=[CH:23][CH:24]=[CH:25][CH:26]=3)[C:21]([CH:28]3[CH2:30][CH2:29]3)=[CH:20][CH:19]=2)[C:6]([S:9][C:10]([CH3:17])([CH3:16])[C:11]([OH:13])=[O:12])=[N:7][N:8]=1. The yield is 0.760. (3) The reactants are [CH2:1]([O:3][CH:4]([O:21][CH2:22][CH3:23])[C:5]1[O:13][C:12]2[C:11]([C:14]3[CH:15]=[C:16]([CH:18]=[CH:19][CH:20]=3)[NH2:17])=[CH:10][N:9]=[CH:8][C:7]=2[CH:6]=1)[CH3:2].[C:24]1([S:30](Cl)(=[O:32])=[O:31])[CH:29]=[CH:28][CH:27]=[CH:26][CH:25]=1. The catalyst is N1C=CC=CC=1. The product is [CH2:22]([O:21][CH:4]([O:3][CH2:1][CH3:2])[C:5]1[O:13][C:12]2[C:11]([C:14]3[CH:15]=[C:16]([NH:17][S:30]([C:24]4[CH:29]=[CH:28][CH:27]=[CH:26][CH:25]=4)(=[O:32])=[O:31])[CH:18]=[CH:19][CH:20]=3)=[CH:10][N:9]=[CH:8][C:7]=2[CH:6]=1)[CH3:23]. The yield is 0.830. (4) The reactants are [CH2:1]([O:3][C:4]([C:6]1[N:7]([CH2:27][CH2:28][CH2:29][O:30][CH3:31])[C:8]2[CH2:9][CH:10]([C:20]3[CH:25]=[CH:24][CH:23]=[CH:22][C:21]=3[Cl:26])[CH:11]3[CH:15]([C:16]=2[CH:17]=1)[C:14](=[O:18])[NH:13][C:12]3=[O:19])=[O:5])[CH3:2]. The catalyst is O1CCOCC1.O=[Mn]=O. The product is [CH2:1]([O:3][C:4]([C:6]1[N:7]([CH2:27][CH2:28][CH2:29][O:30][CH3:31])[C:8]2[C:16]([CH:17]=1)=[C:15]1[C:11]([C:12](=[O:19])[NH:13][C:14]1=[O:18])=[C:10]([C:20]1[CH:25]=[CH:24][CH:23]=[CH:22][C:21]=1[Cl:26])[CH:9]=2)=[O:5])[CH3:2]. The yield is 0.420. (5) The reactants are [OH:1][C:2]1[CH:7]=[CH:6][C:5]([CH2:8][C:9]([O:11][CH2:12][CH3:13])=[O:10])=[CH:4][CH:3]=1.C([O-])([O-])=O.[K+].[K+].Cl[CH2:21][C:22]1[CH:31]=[CH:30][C:29]2[C:24](=[CH:25][CH:26]=[CH:27][CH:28]=2)[N:23]=1. No catalyst specified. The product is [N:23]1[C:24]2[C:29](=[CH:28][CH:27]=[CH:26][CH:25]=2)[CH:30]=[CH:31][C:22]=1[CH2:21][O:1][C:2]1[CH:3]=[CH:4][C:5]([CH2:8][C:9]([O:11][CH2:12][CH3:13])=[O:10])=[CH:6][CH:7]=1. The yield is 0.890. (6) The yield is 0.830. The catalyst is CS(C)=O.CO.C(OCC)C. The product is [ClH:32].[N:15]1([S:12]([C:5]2[C:6]3[C:11](=[CH:10][CH:9]=[CH:8][CH:7]=3)[C:2]([N:25]3[CH2:30][CH2:29][NH:28][CH2:27][CH2:26]3)=[CH:3][CH:4]=2)(=[O:14])=[O:13])[C:24]2[C:19](=[CH:20][CH:21]=[CH:22][CH:23]=2)[CH2:18][CH2:17][CH2:16]1. The reactants are F[C:2]1[C:11]2[C:6](=[CH:7][CH:8]=[CH:9][CH:10]=2)[C:5]([S:12]([N:15]2[C:24]3[C:19](=[CH:20][CH:21]=[CH:22][CH:23]=3)[CH2:18][CH2:17][CH2:16]2)(=[O:14])=[O:13])=[CH:4][CH:3]=1.[NH:25]1[CH2:30][CH2:29][NH:28][CH2:27][CH2:26]1.O.[ClH:32].